This data is from Forward reaction prediction with 1.9M reactions from USPTO patents (1976-2016). The task is: Predict the product of the given reaction. (1) Given the reactants [Cl:1][C:2]1[S:6][C:5]([C:7]([NH:9][CH2:10][CH2:11][C:12]([OH:14])=O)=[O:8])=[CH:4][CH:3]=1.[CH3:15][O:16][C:17](=[O:33])[CH2:18][NH:19][C:20]1[CH:25]=[CH:24][C:23]([N:26]2[CH2:31][CH2:30][O:29][CH2:28][C:27]2=[O:32])=[CH:22][CH:21]=1.ClP(Cl)(C1C=CC=CC=1)(C1C=CC=CC=1)C1C=CC=CC=1, predict the reaction product. The product is: [CH3:15][O:16][C:17](=[O:33])[CH2:18][N:19]([C:12](=[O:14])[CH2:11][CH2:10][NH:9][C:7]([C:5]1[S:6][C:2]([Cl:1])=[CH:3][CH:4]=1)=[O:8])[C:20]1[CH:25]=[CH:24][C:23]([N:26]2[CH2:31][CH2:30][O:29][CH2:28][C:27]2=[O:32])=[CH:22][CH:21]=1. (2) Given the reactants FC(F)(F)S(O[C:7]1[C:8]([CH3:39])([CH3:38])[C@H:9]2[C@:22]([CH3:25])([CH2:23][CH:24]=1)[C@@H:21]1[C@:12]([CH3:37])([C@@:13]3([CH3:36])[C@H:18]([CH2:19][CH2:20]1)[C@H:17]1[C@H:26]([C:29]([CH3:31])=[CH2:30])[CH2:27][CH2:28][C@:16]1([NH:32][CH2:33][CH2:34][Cl:35])[CH2:15][CH2:14]3)[CH2:11][CH2:10]2)(=O)=O.CC1(C)C(C)(C)OB([C:50]2[CH2:68][C:52]3([CH2:55][C:54]([C:62]([O:64][CH:65]([CH3:67])[CH3:66])=[O:63])([C:56]([O:58][CH:59]([CH3:61])[CH3:60])=[O:57])[CH2:53]3)[CH:51]=2)O1.O.C(=O)([O-])[O-].[Na+].[Na+].O1CCOCC1, predict the reaction product. The product is: [Cl:35][CH2:34][CH2:33][NH:32][C@:16]12[CH2:28][CH2:27][C@@H:26]([C:29]([CH3:31])=[CH2:30])[C@@H:17]1[C@@H:18]1[C@@:13]([CH3:36])([CH2:14][CH2:15]2)[C@@:12]2([CH3:37])[C@@H:21]([C@:22]3([CH3:25])[C@@H:9]([CH2:10][CH2:11]2)[C:8]([CH3:38])([CH3:39])[C:7]([C:50]2[CH2:68][C:52]4([CH2:53][C:54]([C:56]([O:58][CH:59]([CH3:61])[CH3:60])=[O:57])([C:62]([O:64][CH:65]([CH3:67])[CH3:66])=[O:63])[CH2:55]4)[CH:51]=2)=[CH:24][CH2:23]3)[CH2:20][CH2:19]1.